The task is: Predict the product of the given reaction.. This data is from Forward reaction prediction with 1.9M reactions from USPTO patents (1976-2016). (1) The product is: [NH2:25][C@H:22]1[CH2:23][CH2:24][N:20]([C@H:10]2[CH2:11][CH2:12][C@@H:13]([N:15]([CH:17]([CH3:19])[CH3:18])[CH3:16])[CH2:14][C@H:9]2[CH2:8][S:5]([C:1]([CH3:2])([CH3:4])[CH3:3])(=[O:7])=[O:6])[C:21]1=[O:36]. Given the reactants [C:1]([S:5]([CH2:8][C@@H:9]1[CH2:14][C@H:13]([N:15]([CH:17]([CH3:19])[CH3:18])[CH3:16])[CH2:12][CH2:11][C@@H:10]1[N:20]1[CH2:24][CH2:23][C@H:22]([NH:25]C(=O)OCC2C=CC=CC=2)[C:21]1=[O:36])(=[O:7])=[O:6])([CH3:4])([CH3:3])[CH3:2].CCOCC, predict the reaction product. (2) Given the reactants [NH2:1][C:2]1[CH:10]=[CH:9][C:5]([C:6]([NH2:8])=[O:7])=[C:4]([Cl:11])[CH:3]=1.[CH2:12]([N:14]1[C:23]2[C:18](=[N:19][C:20]([NH:24][C:25]([CH2:27][CH:28]([CH3:33])CC(O)=O)=[O:26])=[CH:21][N:22]=2)[C:17](=[O:34])[N:16]([CH2:35][CH3:36])[C:15]1=[O:37])[CH3:13].CCN([CH:44]([CH3:46])C)C(C)C.[CH2:47](P1(=O)OP(CCC)(=O)OP(CCC)(=O)O1)CC.[C:65](OCC)(=[O:67])C, predict the reaction product. The product is: [CH2:12]([N:14]1[C:23]2[C:18](=[N:19][C:20]([NH:24][C:25]([CH:27]([C:65]([NH:1][C:2]3[CH:10]=[CH:9][C:5]([C:6](=[O:7])[NH2:8])=[C:4]([Cl:11])[CH:3]=3)=[O:67])[CH2:28][CH:33]([CH3:47])[CH2:44][CH3:46])=[O:26])=[CH:21][N:22]=2)[C:17](=[O:34])[N:16]([CH2:35][CH3:36])[C:15]1=[O:37])[CH3:13]. (3) Given the reactants Cl[C:2]1[C:11]2[C:6](=[C:7]([O:14][CH3:15])[C:8]([O:12][CH3:13])=[CH:9][CH:10]=2)[N:5]=[CH:4][N:3]=1.Cl.[O:17]1[CH2:21][CH2:20][C@H:19]([NH2:22])[CH2:18]1.CCN(C(C)C)C(C)C, predict the reaction product. The product is: [CH3:13][O:12][C:8]1[C:7]([O:14][CH3:15])=[C:6]2[C:11]([C:2]([NH:22][C@H:19]3[CH2:20][CH2:21][O:17][CH2:18]3)=[N:3][CH:4]=[N:5]2)=[CH:10][CH:9]=1. (4) Given the reactants [CH3:1][O:2][C:3]1[CH:4]=[C:5]([CH:7]=[C:8]([O:12][CH3:13])[C:9]=1[O:10][CH3:11])[NH2:6].CC1(C)C2C(=C(P(C3C=CC=CC=3)C3C=CC=CC=3)C=CC=2)OC2C(P(C3C=CC=CC=3)C3C=CC=CC=3)=CC=CC1=2.C([O-])([O-])=O.[Cs+].[Cs+].Cl[C:63]1[CH:68]=[C:67]([O:69][C:70]2[CH:71]=[C:72]([CH3:84])[C:73]([CH3:83])=[N:74][C:75]=2[C:76]2[CH:81]=[CH:80][CH:79]=[C:78]([CH3:82])[N:77]=2)[CH:66]=[CH:65][N:64]=1, predict the reaction product. The product is: [CH3:84][C:72]1[CH:71]=[C:70]([O:69][C:67]2[CH:66]=[CH:65][N:64]=[C:63]([NH:6][C:5]3[CH:7]=[C:8]([O:12][CH3:13])[C:9]([O:10][CH3:11])=[C:3]([O:2][CH3:1])[CH:4]=3)[CH:68]=2)[C:75]([C:76]2[CH:81]=[CH:80][CH:79]=[C:78]([CH3:82])[N:77]=2)=[N:74][C:73]=1[CH3:83].